Predict which catalyst facilitates the given reaction. From a dataset of Catalyst prediction with 721,799 reactions and 888 catalyst types from USPTO. (1) Reactant: [CH:1]1([CH2:6][CH2:7][C:8]([N:10]([CH2:24][C:25]2[CH:33]=[CH:32][C:28]([C:29](O)=[O:30])=[CH:27][CH:26]=2)[C:11]2[CH:23]=[CH:22][C:14]3[O:15][C:16]([CH3:21])([CH3:20])[O:17][C:18](=[O:19])[C:13]=3[CH:12]=2)=[O:9])[CH2:5][CH2:4][CH2:3][CH2:2]1.CN1CCOCC1.ClC(OCC(C)C)=O.[O:49]([C:56]1[CH:63]=[CH:62][C:59]([CH2:60][NH2:61])=[CH:58][CH:57]=1)[C:50]1[CH:55]=[CH:54][CH:53]=[CH:52][CH:51]=1.Cl. Product: [CH:1]1([CH2:6][CH2:7][C:8]([N:10]([CH2:24][C:25]2[CH:26]=[CH:27][C:28]([C:29]([NH:61][CH2:60][C:59]3[CH:62]=[CH:63][C:56]([O:49][C:50]4[CH:51]=[CH:52][CH:53]=[CH:54][CH:55]=4)=[CH:57][CH:58]=3)=[O:30])=[CH:32][CH:33]=2)[C:11]2[CH:23]=[CH:22][C:14]3[O:15][C:16]([CH3:21])([CH3:20])[O:17][C:18](=[O:19])[C:13]=3[CH:12]=2)=[O:9])[CH2:2][CH2:3][CH2:4][CH2:5]1. The catalyst class is: 1. (2) Reactant: [O:1]([C:8]1[CH:13]=[CH:12][C:11]([C:14]2[C:22]3[C:21]([NH2:23])=[N:20][CH:19]=[N:18][C:17]=3[N:16]([CH:24]3[CH2:29][CH2:28][NH:27][CH2:26][CH2:25]3)[CH:15]=2)=[CH:10][CH:9]=1)[C:2]1[CH:7]=[CH:6][CH:5]=[CH:4][CH:3]=1.CCOCC.[ClH:35]. Product: [ClH:35].[ClH:35].[O:1]([C:8]1[CH:9]=[CH:10][C:11]([C:14]2[C:22]3[C:21]([NH2:23])=[N:20][CH:19]=[N:18][C:17]=3[N:16]([CH:24]3[CH2:29][CH2:28][NH:27][CH2:26][CH2:25]3)[CH:15]=2)=[CH:12][CH:13]=1)[C:2]1[CH:7]=[CH:6][CH:5]=[CH:4][CH:3]=1. The catalyst class is: 513. (3) Reactant: [CH2:1]([O:3][C:4](=[O:22])[C:5]([OH:21])([C:17]([F:20])([F:19])[F:18])[CH2:6][C:7]([C:10]1[CH:15]=[CH:14][C:13](Br)=[CH:12][CH:11]=1)([CH3:9])[CH3:8])[CH3:2].[CH2:23](C([Sn])=C(CCCC)CCCC)[CH2:24]CC.[C:38]1(C)C=CC=C[C:39]=1P(C1C=CC=CC=1C)C1C=CC=CC=1C. Product: [CH2:1]([O:3][C:4](=[O:22])[C:5]([OH:21])([C:17]([F:20])([F:19])[F:18])[CH2:6][C:7]([CH3:9])([C:10]1[CH:15]=[CH:14][C:13]([CH:23]=[CH2:24])=[CH:12][CH:11]=1)[CH3:8])[CH3:2].[OH:21][C:5]([C:17]([F:19])([F:18])[F:20])([CH2:6][C:7]([CH3:8])([C:10]1[CH:11]=[CH:12][C:13]([CH:38]=[CH2:39])=[CH:14][CH:15]=1)[CH3:9])[C:4]([OH:3])=[O:22]. The catalyst class is: 9. (4) Reactant: [CH3:1][C:2]1[N:3]=[C:4]([C@H:7]2[CH2:11][CH2:10][CH2:9][N:8]2[C:12]([C:14]2[CH:15]=[C:16]([CH:21]=[CH:22][CH:23]=2)[C:17]([O:19]C)=[O:18])=[O:13])[S:5][CH:6]=1.[Li+].[OH-].Cl. Product: [CH3:1][C:2]1[N:3]=[C:4]([C@H:7]2[CH2:11][CH2:10][CH2:9][N:8]2[C:12]([C:14]2[CH:15]=[C:16]([CH:21]=[CH:22][CH:23]=2)[C:17]([OH:19])=[O:18])=[O:13])[S:5][CH:6]=1. The catalyst class is: 20. (5) Reactant: [CH2:1]([O:3][C:4](=[O:21])[CH2:5][C:6]1[CH:11]=[CH:10][CH:9]=[C:8]([O:12][C:13]2[CH:18]=[CH:17][CH:16]=[CH:15][C:14]=2[CH2:19]O)[CH:7]=1)[CH3:2].P(Br)(Br)[Br:23]. Product: [CH2:1]([O:3][C:4](=[O:21])[CH2:5][C:6]1[CH:11]=[CH:10][CH:9]=[C:8]([O:12][C:13]2[CH:18]=[CH:17][CH:16]=[CH:15][C:14]=2[CH2:19][Br:23])[CH:7]=1)[CH3:2]. The catalyst class is: 12. (6) Reactant: [F:1][C:2]([F:25])([F:24])[C:3]1[CH:19]=[CH:18][C:6]([C:7]([C:9]2[C:10]([CH3:17])=[N:11][N:12]([CH2:15][CH3:16])[C:13]=2[OH:14])=[O:8])=[C:5]([S:20]([CH3:23])(=[O:22])=[O:21])[CH:4]=1.C(=O)([O-])[O-].[K+].[K+].[CH3:32][C:33]#N. The catalyst class is: 6. Product: [S:20]([C:32]1[CH:33]=[CH:2][C:3]([CH3:19])=[CH:4][CH:5]=1)([O:14][C:13]1[N:12]([CH2:15][CH3:16])[N:11]=[C:10]([CH3:17])[C:9]=1[C:7](=[O:8])[C:6]1[CH:18]=[CH:19][C:3]([C:2]([F:24])([F:1])[F:25])=[CH:4][C:5]=1[S:20]([CH3:23])(=[O:22])=[O:21])(=[O:22])=[O:21]. (7) Reactant: [CH:1]([C:3]1[CH:4]=[C:5]([C:12]([OH:14])=O)[CH:6]=[C:7]([CH:11]=1)[C:8]([OH:10])=[O:9])=[O:2].[C:15](Cl)(=O)[C:16](Cl)=O.CN([CH:24]=[O:25])C.[CH2:26](O)[CH2:27][CH2:28][CH2:29][CH2:30][CH2:31][CH2:32][CH2:33]/[CH:34]=[CH:35]\[CH2:36]/[CH:37]=[CH:38]\[CH2:39][CH2:40][CH2:41][CH2:42][CH3:43]. Product: [CH:12]([C:5]1[CH:4]=[C:3]([C:1]([O:25][CH2:24][CH2:40][CH2:39][CH2:38][CH2:37][CH2:36][CH2:35][CH2:34]/[CH:33]=[CH:32]\[CH2:31]/[CH:30]=[CH:29]\[CH2:28][CH2:27][CH2:26][CH2:15][CH3:16])=[O:2])[CH:11]=[C:7]([CH:6]=1)[C:8]([O:10][CH2:26][CH2:27][CH2:28][CH2:29][CH2:30][CH2:31][CH2:32][CH2:33]/[CH:34]=[CH:35]\[CH2:36]/[CH:37]=[CH:38]\[CH2:39][CH2:40][CH2:41][CH2:42][CH3:43])=[O:9])=[O:14]. The catalyst class is: 781. (8) Reactant: B(F)(F)F.CCOCC.[C:10]([O:13][CH:14]1[O:31][C@H:30]([CH2:32][O:33][C:34](=[O:36])[CH3:35])[C@@H:25]([O:26][C:27](=[O:29])[CH3:28])[C@H:20]([O:21][C:22](=[O:24])[CH3:23])[C@@H:15]1[O:16][C:17](=[O:19])[CH3:18])(=O)[CH3:11].[Br:37]C(C(O)I)I. Product: [C:17]([O:16][C@H:15]1[C@@H:20]([O:21][C:22](=[O:24])[CH3:23])[C@H:25]([O:26][C:27](=[O:29])[CH3:28])[C@@H:30]([CH2:32][O:33][C:34](=[O:36])[CH3:35])[O:31][C@@H:14]1[O:13][CH2:10][CH2:11][Br:37])(=[O:19])[CH3:18]. The catalyst class is: 2. (9) Reactant: [Br:1][C:2]1[C:10]([F:11])=[CH:9][C:5]([C:6]([OH:8])=[O:7])=[C:4]([N+:12]([O-:14])=[O:13])[CH:3]=1.[C:15](=O)([O-])[O-].[K+].[K+].CI. Product: [Br:1][C:2]1[C:10]([F:11])=[CH:9][C:5]([C:6]([O:8][CH3:15])=[O:7])=[C:4]([N+:12]([O-:14])=[O:13])[CH:3]=1. The catalyst class is: 3.